Dataset: Choline transporter screen with 302,306 compounds. Task: Binary Classification. Given a drug SMILES string, predict its activity (active/inactive) in a high-throughput screening assay against a specified biological target. (1) The drug is S(c1nc(N2CCOCC2)nc(N2CCOCC2)n1)CC(=O)Nc1ccc(cc1)C(OCC)=O. The result is 0 (inactive). (2) The drug is BrC=1C(=O)/C(=C\Nc2c3c(nccc3)ccc2)C=C(Br)C1. The result is 1 (active). (3) The compound is Clc1nc(NC(C)(C)C)nc(Nc2c(OC)cccc2)n1. The result is 0 (inactive). (4) The compound is S(CC(=O)N1CCCC1)c1oc(nn1)CNC(=O)c1c(F)cccc1F. The result is 0 (inactive). (5) The molecule is S(=O)(=O)(NCc1occc1)c1ccc(cc1)/C=C\C(=O)NCc1ccc(cc1)C. The result is 0 (inactive).